This data is from Reaction yield outcomes from USPTO patents with 853,638 reactions. The task is: Predict the reaction yield, written as a fraction of the theoretical maximum amount of product (1.0 means a 100% yield; for example, 0.34 means a 34% yield). (1) The reactants are N.C[N:3](C(ON1N=NC2C=CC=NC1=2)=[N+](C)C)C.F[P-](F)(F)(F)(F)F.[F:26][C:27]1[CH:32]=[CH:31][C:30]([C:33]2[O:34][C:35]3[CH:44]=[C:43]([NH:45][S:46]([CH3:49])(=[O:48])=[O:47])[C:42]([O:50][CH:51]([CH3:53])[CH3:52])=[CH:41][C:36]=3[C:37]=2[C:38](O)=[O:39])=[CH:29][CH:28]=1. The catalyst is CN(C=O)C.CCOC(C)=O. The product is [F:26][C:27]1[CH:32]=[CH:31][C:30]([C:33]2[O:34][C:35]3[CH:44]=[C:43]([NH:45][S:46]([CH3:49])(=[O:48])=[O:47])[C:42]([O:50][CH:51]([CH3:53])[CH3:52])=[CH:41][C:36]=3[C:37]=2[C:38]([NH2:3])=[O:39])=[CH:29][CH:28]=1. The yield is 0.930. (2) The reactants are [Cl:1][C:2]1[CH:37]=[CH:36][C:5]([CH2:6][O:7][C:8]2[C:33]([F:34])=[CH:32][C:11]([CH2:12][C:13]3[C:21]4[C:16](=[N:17][CH:18]=[CH:19][CH:20]=4)[N:15]([Si](C(C)C)(C(C)C)C(C)C)[CH:14]=3)=[C:10]([F:35])[CH:9]=2)=[CH:4][CH:3]=1.[F-].C([N+](CCCC)(CCCC)CCCC)CCC. The catalyst is O1CCCC1. The product is [Cl:1][C:2]1[CH:3]=[CH:4][C:5]([CH2:6][O:7][C:8]2[C:33]([F:34])=[CH:32][C:11]([CH2:12][C:13]3[C:21]4[C:16](=[N:17][CH:18]=[CH:19][CH:20]=4)[NH:15][CH:14]=3)=[C:10]([F:35])[CH:9]=2)=[CH:36][CH:37]=1. The yield is 0.289. (3) The reactants are [Br:1][C:2]1[CH:3]=[C:4]([CH3:9])[C:5](F)=[N:6][CH:7]=1.[NH:10]1[CH2:15][CH2:14][O:13][CH2:12][CH2:11]1.C([O-])([O-])=O.[K+].[K+].O. The catalyst is CS(C)=O. The product is [Br:1][C:2]1[CH:3]=[C:4]([CH3:9])[C:5]([N:10]2[CH2:15][CH2:14][O:13][CH2:12][CH2:11]2)=[N:6][CH:7]=1. The yield is 0.530. (4) The reactants are [Br:1][C:2]1[C:3]([CH3:13])=[C:4]([C:9]([OH:12])=[CH:10][CH:11]=1)[C:5]([O:7][CH3:8])=[O:6].C(=O)([O-])[O-].[Cs+].[Cs+].Br[CH2:21][CH2:22][O:23][CH:24]1[CH2:29][CH2:28][CH2:27][CH2:26][O:25]1. The catalyst is CN(C=O)C.C(OCC)(=O)C. The product is [Br:1][C:2]1[C:3]([CH3:13])=[C:4]([C:9]([O:12][CH2:21][CH2:22][O:23][CH:24]2[CH2:29][CH2:28][CH2:27][CH2:26][O:25]2)=[CH:10][CH:11]=1)[C:5]([O:7][CH3:8])=[O:6]. The yield is 0.670. (5) The reactants are [Cl:1][C:2]1[CH:7]=[CH:6][C:5]([S:8][C:9]2[C:10]([C:14]3[CH:19]=[CH:18][C:17](Br)=[CH:16][CH:15]=3)=[N:11][NH:12][CH:13]=2)=[CH:4][CH:3]=1.[I:21]C1C=NC=CC=1.C(=O)([O-])[O-].[K+].[K+].P([O-])([O-])([O-])=O.[K+].[K+].[K+].CN[C@H]1[C@H:49]([NH:50][CH3:51])[CH2:48][CH2:47][CH2:46]C1. The catalyst is C(#N)C.[Cu]I. The product is [Cl:1][C:2]1[CH:7]=[CH:6][C:5]([S:8][C:9]2[C:10]([C:14]3[CH:19]=[CH:18][C:17]([I:21])=[CH:16][CH:15]=3)=[N:11][N:12]([C:48]3[CH:49]=[N:50][CH:51]=[CH:46][CH:47]=3)[CH:13]=2)=[CH:4][CH:3]=1. The yield is 0.800. (6) The reactants are [CH2:1]([NH:3][C:4]([C:6]1[CH:11]=[CH:10][C:9]([N:12]2[C:16]([CH:17]([CH3:19])[CH3:18])=[C:15]([C:20]([OH:22])=O)[N:14]=[N:13]2)=[CH:8][CH:7]=1)=[O:5])[CH3:2].C1C=C[C:26]2N(O)N=[N:29][C:27]=2[CH:28]=1.C1(N)CC1.CCN=C=NCCCN(C)C. The catalyst is C(#N)C.CN(C=O)C. The product is [CH:27]1([NH:29][C:20]([C:15]2[N:14]=[N:13][N:12]([C:9]3[CH:10]=[CH:11][C:6]([C:4]([NH:3][CH2:1][CH3:2])=[O:5])=[CH:7][CH:8]=3)[C:16]=2[CH:17]([CH3:19])[CH3:18])=[O:22])[CH2:28][CH2:26]1. The yield is 0.914.